This data is from Peptide-MHC class I binding affinity with 185,985 pairs from IEDB/IMGT. The task is: Regression. Given a peptide amino acid sequence and an MHC pseudo amino acid sequence, predict their binding affinity value. This is MHC class I binding data. (1) The peptide sequence is KFGNSINVK. The MHC is HLA-A68:01 with pseudo-sequence HLA-A68:01. The binding affinity (normalized) is 0.00690. (2) The peptide sequence is AMVNNEAPI. The MHC is H-2-Db with pseudo-sequence H-2-Db. The binding affinity (normalized) is 0.704. (3) The peptide sequence is AENVIVGLV. The MHC is HLA-B40:01 with pseudo-sequence HLA-B40:01. The binding affinity (normalized) is 0.262. (4) The peptide sequence is QIYAGIKVR. The MHC is HLA-B54:01 with pseudo-sequence HLA-B54:01. The binding affinity (normalized) is 0. (5) The peptide sequence is WLSVIAFGK. The MHC is HLA-A30:01 with pseudo-sequence HLA-A30:01. The binding affinity (normalized) is 0.213. (6) The peptide sequence is MSYSSVMI. The MHC is Mamu-B17 with pseudo-sequence Mamu-B17. The binding affinity (normalized) is 0.201. (7) The peptide sequence is MLDDLTMGY. The MHC is HLA-A29:02 with pseudo-sequence HLA-A29:02. The binding affinity (normalized) is 0.554. (8) The peptide sequence is ALFDRPAFK. The MHC is HLA-B15:42 with pseudo-sequence HLA-B15:42. The binding affinity (normalized) is 0.213. (9) The peptide sequence is NISIISIRPR. The MHC is HLA-A33:01 with pseudo-sequence HLA-A33:01. The binding affinity (normalized) is 0.478.